Dataset: Peptide-MHC class I binding affinity with 185,985 pairs from IEDB/IMGT. Task: Regression. Given a peptide amino acid sequence and an MHC pseudo amino acid sequence, predict their binding affinity value. This is MHC class I binding data. (1) The peptide sequence is LRGKWQRRYR. The MHC is HLA-A02:01 with pseudo-sequence HLA-A02:01. The binding affinity (normalized) is 0.0579. (2) The peptide sequence is YRATYSMAL. The MHC is HLA-B18:01 with pseudo-sequence HLA-B18:01. The binding affinity (normalized) is 0.0847.